This data is from Reaction yield outcomes from USPTO patents with 853,638 reactions. The task is: Predict the reaction yield, written as a fraction of the theoretical maximum amount of product (1.0 means a 100% yield; for example, 0.34 means a 34% yield). (1) The reactants are Br[C:2]1[CH:3]=[CH:4][C:5]([CH2:8][CH2:9][CH3:10])=[N:6][CH:7]=1.[CH2:11](C([Sn])=C(CCCC)CCCC)[CH2:12]CC. The catalyst is CN(C=O)C.C1COCC1.O.C1C=CC([P]([Pd]([P](C2C=CC=CC=2)(C2C=CC=CC=2)C2C=CC=CC=2)([P](C2C=CC=CC=2)(C2C=CC=CC=2)C2C=CC=CC=2)[P](C2C=CC=CC=2)(C2C=CC=CC=2)C2C=CC=CC=2)(C2C=CC=CC=2)C2C=CC=CC=2)=CC=1. The product is [CH2:8]([C:5]1[CH:4]=[CH:3][C:2]([CH:11]=[CH2:12])=[CH:7][N:6]=1)[CH2:9][CH3:10]. The yield is 0.410. (2) The reactants are ClC[C:3]1[N:4]=[C:5]([C:8]2[CH:13]=[CH:12][CH:11]=[CH:10][CH:9]=2)[S:6][CH:7]=1.Cl.[CH3:15][O:16][C:17]1[CH:22]=[CH:21][CH:20]=[C:19]([N+:23]([O-:25])=[O:24])[C:18]=1[N:26]([CH2:31][CH2:32][CH3:33])[CH2:27][CH2:28][NH:29][CH3:30].C(=O)([O-])[O-].[Na+].[Na+].O. The catalyst is CN(C=O)C.C(OCC)(=O)C.CO. The product is [CH3:15][O:16][C:17]1[CH:22]=[CH:21][CH:20]=[C:19]([N+:23]([O-:25])=[O:24])[C:18]=1[N:26]1[CH2:31][CH2:32][CH2:33][N:29]([CH2:30][C:7]2[S:6][C:5]([C:8]3[CH:9]=[CH:10][CH:11]=[CH:12][CH:13]=3)=[N:4][CH:3]=2)[CH2:28][CH2:27]1. The yield is 0.400. (3) The reactants are C(=O)([O-])[O-].[K+].[K+].[NH2:7][C:8]1[CH:13]=[CH:12][C:11]([NH2:14])=[CH:10][CH:9]=1.[C:15](O[C:15]([O:16][C:17]([CH3:20])([CH3:19])[CH3:18])=[O:21])(=[O:21])[O:16][C:17]([CH3:20])([CH3:19])[CH3:18].O. The catalyst is C1COCC1.CN(C=O)C.ClCCl.CC(C)=O. The product is [C:17]([O:16][C:15](=[O:21])[NH:7][C:8]1[CH:13]=[CH:12][C:11]([NH2:14])=[CH:10][CH:9]=1)([CH3:20])([CH3:19])[CH3:18]. The yield is 0.950. (4) The reactants are [CH2:1]([C:4]1[CH:19]=[C:18]([CH:20]=O)[CH:17]=[CH:16][C:5]=1[O:6][C:7]1[CH:14]=[C:13]([Cl:15])[CH:12]=[CH:11][C:8]=1[C:9]#[N:10])[CH:2]=[CH2:3].CN.[C:24]([BH3-])#[N:25].[Na+].[C:28]([OH:35])(=[O:34])/[CH:29]=[CH:30]/[C:31]([OH:33])=[O:32]. The catalyst is CO.C(O)(=O)C. The product is [C:28]([OH:35])(=[O:34])/[CH:29]=[CH:30]/[C:31]([OH:33])=[O:32].[CH2:1]([C:4]1[CH:19]=[C:18]([CH2:20][NH:25][CH3:24])[CH:17]=[CH:16][C:5]=1[O:6][C:7]1[CH:14]=[C:13]([Cl:15])[CH:12]=[CH:11][C:8]=1[C:9]#[N:10])[CH:2]=[CH2:3]. The yield is 0.800. (5) The reactants are C([C@@H]1N(C(=O)C2C=CC(OC3C=CC=CC=3)=CC=2)C[C@H](CC(C)C)NC1=O)C(C)C.[CH2:31]([C@@H:35]1[NH:40][CH2:39][C@H:38]([CH2:41][CH:42]([CH3:44])[CH3:43])[NH:37][C:36]1=[O:45])[CH:32]([CH3:34])[CH3:33].[F:46][C:47]1[C:48]([C:59](O)=[O:60])=[N:49][O:50][C:51]=1[C:52]1[CH:57]=[CH:56][C:55]([F:58])=[CH:54][CH:53]=1. No catalyst specified. The product is [F:46][C:47]1[C:48]([C:59]([N:40]2[CH2:39][C@H:38]([CH2:41][CH:42]([CH3:44])[CH3:43])[NH:37][C:36](=[O:45])[C@@H:35]2[CH2:31][CH:32]([CH3:34])[CH3:33])=[O:60])=[N:49][O:50][C:51]=1[C:52]1[CH:53]=[CH:54][C:55]([F:58])=[CH:56][CH:57]=1. The yield is 0.380. (6) The reactants are Cl.[C:2]([N:10]1[CH2:15][CH2:14][N:13]([C:16]2[CH:21]=[CH:20][C:19]([C:22](=[O:36])/[CH:23]=[CH:24]/[C:25]3[CH:30]=[CH:29][C:28](/[CH:31]=[CH:32]/[C:33](O)=[O:34])=[CH:27][CH:26]=3)=[CH:18][CH:17]=2)[CH2:12][CH2:11]1)(=[O:9])[C:3]1[CH:8]=[CH:7][CH:6]=[CH:5][CH:4]=1.C1C=CC2[N:45]([OH:46])N=NC=2C=1.C(Cl)CCl.NOC1CCCCO1. The catalyst is C1COCC1.CN(C=O)C. The product is [C:2]([N:10]1[CH2:15][CH2:14][N:13]([C:16]2[CH:17]=[CH:18][C:19]([C:22](=[O:36])/[CH:23]=[CH:24]/[C:25]3[CH:30]=[CH:29][C:28](/[CH:31]=[CH:32]/[C:33]([NH:45][OH:46])=[O:34])=[CH:27][CH:26]=3)=[CH:20][CH:21]=2)[CH2:12][CH2:11]1)(=[O:9])[C:3]1[CH:4]=[CH:5][CH:6]=[CH:7][CH:8]=1. The yield is 0.560. (7) The catalyst is CCOC(C)=O. The reactants are [C:1]([C:4]1[N:9]=[C:8]([CH:10]2[CH2:15][CH2:14][N:13](C(OC(C)(C)C)=O)[CH2:12][CH2:11]2)[CH:7]=[CH:6][CH:5]=1)(=[O:3])[NH2:2].[ClH:23].CO.C(Cl)[Cl:27]. The yield is 0.830. The product is [ClH:27].[ClH:23].[NH:13]1[CH2:12][CH2:11][CH:10]([C:8]2[N:9]=[C:4]([C:1]([NH2:2])=[O:3])[CH:5]=[CH:6][CH:7]=2)[CH2:15][CH2:14]1.